Dataset: Forward reaction prediction with 1.9M reactions from USPTO patents (1976-2016). Task: Predict the product of the given reaction. (1) The product is: [CH3:20][O:24][C:25](=[O:27])[NH:26][C:2]1[C:7]2[S:8][C:9]([C:11]3[C:16]([Cl:17])=[CH:15][CH:14]=[CH:13][C:12]=3[Cl:18])=[N:10][C:6]=2[C:5]([F:19])=[CH:4][N:3]=1. Given the reactants Br[C:2]1[C:7]2[S:8][C:9]([C:11]3[C:16]([Cl:17])=[CH:15][CH:14]=[CH:13][C:12]=3[Cl:18])=[N:10][C:6]=2[C:5]([F:19])=[CH:4][N:3]=1.[C:20]([O:24][C:25](=[O:27])[NH2:26])(C)(C)C.[O-]P([O-])([O-])=O.[K+].[K+].[K+], predict the reaction product. (2) Given the reactants P([O-])([O-])([O-])=O.[K+].[K+].[K+].COC(C)(C)C.[NH2:15][CH:16]([C:23]1[CH:28]=[CH:27][C:26]([Cl:29])=[CH:25][CH:24]=1)[CH2:17][C:18]([O:20]CC)=[O:19], predict the reaction product. The product is: [NH2:15][CH:16]([C:23]1[CH:24]=[CH:25][C:26]([Cl:29])=[CH:27][CH:28]=1)[CH2:17][C:18]([OH:20])=[O:19].